From a dataset of Reaction yield outcomes from USPTO patents with 853,638 reactions. Predict the reaction yield, written as a fraction of the theoretical maximum amount of product (1.0 means a 100% yield; for example, 0.34 means a 34% yield). (1) The reactants are [I-].C(C(CCCC)C(O[CH2:10][N+:11]1(C)[CH2:16][CH2:15][N:14]([C:17]2[C:18]3[CH:30]=[C:29]([CH3:31])[S:28][C:19]=3[NH:20][C:21]3[CH:27]=[CH:26][CH:25]=[CH:24][C:22]=3[N:23]=2)[CH2:13][CH2:12]1)=O)CCC.[CH2:37]([CH:47]([CH2:53][CH2:54][CH2:55][CH2:56][CH2:57][CH2:58][CH2:59][CH2:60][CH2:61][CH3:62])[C:48]([O:50][CH2:51][I:52])=[O:49])[CH2:38][CH2:39][CH2:40][CH2:41][CH2:42][CH2:43][CH2:44][CH2:45][CH3:46]. No catalyst specified. The product is [I-:52].[CH2:37]([CH:47]([CH2:53][CH2:54][CH2:55][CH2:56][CH2:57][CH2:58][CH2:59][CH2:60][CH2:61][CH3:62])[C:48]([O:50][CH2:51][N+:11]1([CH3:10])[CH2:16][CH2:15][N:14]([C:17]2[C:18]3[CH:30]=[C:29]([CH3:31])[S:28][C:19]=3[NH:20][C:21]3[CH:27]=[CH:26][CH:25]=[CH:24][C:22]=3[N:23]=2)[CH2:13][CH2:12]1)=[O:49])[CH2:38][CH2:39][CH2:40][CH2:41][CH2:42][CH2:43][CH2:44][CH2:45][CH3:46]. The yield is 0.610. (2) The reactants are [CH2:1]([Li])CCC.[Si:6]([O:13][C@@H:14]1[C@@H:18]([CH:19]=O)[CH2:17][N:16]([C:21]([O:23][C:24]([CH3:27])([CH3:26])[CH3:25])=[O:22])[CH2:15]1)([C:9]([CH3:12])([CH3:11])[CH3:10])([CH3:8])[CH3:7]. The catalyst is [Br-].C[P+](C1C=CC=CC=1)(C1C=CC=CC=1)C1C=CC=CC=1.C1COCC1. The product is [Si:6]([O:13][C@@H:14]1[C@@H:18]([CH:19]=[CH2:1])[CH2:17][N:16]([C:21]([O:23][C:24]([CH3:27])([CH3:26])[CH3:25])=[O:22])[CH2:15]1)([C:9]([CH3:12])([CH3:11])[CH3:10])([CH3:8])[CH3:7]. The yield is 0.890.